From a dataset of Catalyst prediction with 721,799 reactions and 888 catalyst types from USPTO. Predict which catalyst facilitates the given reaction. (1) Reactant: [OH:1][C:2]1[CH:11]=[CH:10][C:9]2[C:8]3[C:12]4[NH:19][CH2:18][C@@H:17]([CH3:20])[NH:16][C:15](=[O:21])[C:13]=4[S:14][C:7]=3[CH:6]=[CH:5][C:4]=2[N:3]=1.[H-].[Na+].[F:24][C:25]1[N:30]=[C:29](F)[CH:28]=[CH:27][N:26]=1. Product: [F:24][C:25]1[N:30]=[C:29]([O:1][C:2]2[CH:11]=[CH:10][C:9]3[C:8]4[C:12]5[NH:19][CH2:18][C@@H:17]([CH3:20])[NH:16][C:15](=[O:21])[C:13]=5[S:14][C:7]=4[CH:6]=[CH:5][C:4]=3[N:3]=2)[CH:28]=[CH:27][N:26]=1. The catalyst class is: 3. (2) Reactant: [Cl:1][C:2]1[CH:7]=[CH:6][C:5]([CH2:8][NH:9][C:10](=[O:26])[C:11]2[C:16]([CH:17]=[CH2:18])=[CH:15][C:14]([N:19]3[CH2:24][CH2:23][O:22][CH2:21][CH2:20]3)=[CH:13][C:12]=2[CH3:25])=[CH:4][CH:3]=1. Product: [Cl:1][C:2]1[CH:7]=[CH:6][C:5]([CH2:8][NH:9][C:10](=[O:26])[C:11]2[C:12]([CH3:25])=[CH:13][C:14]([N:19]3[CH2:20][CH2:21][O:22][CH2:23][CH2:24]3)=[CH:15][C:16]=2[CH2:17][CH3:18])=[CH:4][CH:3]=1. The catalyst class is: 13.